This data is from Full USPTO retrosynthesis dataset with 1.9M reactions from patents (1976-2016). The task is: Predict the reactants needed to synthesize the given product. (1) Given the product [CH2:1]([O:8][CH:9]1[CH:13]([NH:14][C:15]([CH:17]2[CH2:21][CH2:20][CH2:19][N:18]2[C:22](=[O:40])[CH:23]([NH:25][C:26](=[O:39])[C:27]2[CH:32]=[C:31]([Cl:33])[C:30]([OH:34])=[C:29]([Cl:38])[CH:28]=2)[CH3:24])=[O:16])[CH2:12][C:11](=[O:41])[O:10]1)[C:2]1[CH:3]=[CH:4][CH:5]=[CH:6][CH:7]=1, predict the reactants needed to synthesize it. The reactants are: [CH2:1]([O:8][CH:9]1[CH:13]([NH:14][C:15]([CH:17]2[CH2:21][CH2:20][CH2:19][N:18]2[C:22](=[O:40])[CH:23]([NH:25][C:26](=[O:39])[C:27]2[CH:32]=[C:31]([Cl:33])[C:30]([O:34]CC=C)=[C:29]([Cl:38])[CH:28]=2)[CH3:24])=[O:16])[CH2:12][C:11](=[O:41])[O:10]1)[C:2]1[CH:7]=[CH:6][CH:5]=[CH:4][CH:3]=1.CC1C2C(=CC=CC=2)C(C)=C2C=1C=CC1C2=CC=CC=1. (2) Given the product [CH2:9]([C:8]1([OH:25])[C:11]2[C:12](=[C:13]([O:21][CH3:22])[N:14]=[C:15]([Si:17]([CH3:18])([CH3:19])[CH3:20])[CH:16]=2)[CH2:23][O:24][C:6](=[O:5])[CH2:7]1)[CH3:10], predict the reactants needed to synthesize it. The reactants are: C([O:5][C:6](=O)[CH2:7][C:8]([OH:25])([C:11]1[CH:16]=[C:15]([Si:17]([CH3:20])([CH3:19])[CH3:18])[N:14]=[C:13]([O:21][CH3:22])[C:12]=1[CH2:23][OH:24])[CH2:9][CH3:10])(C)(C)C.C([O-])(O)=O.[Na+]. (3) Given the product [C:15]([NH:18]/[C:19](=[CH:6]/[C:5]1[CH:8]=[C:9]([C:10]([F:13])([F:12])[F:11])[C:2]([NH2:1])=[C:3]([Cl:14])[CH:4]=1)/[C:20]([OH:22])=[O:21])(=[O:17])[CH3:16], predict the reactants needed to synthesize it. The reactants are: [NH2:1][C:2]1[C:9]([C:10]([F:13])([F:12])[F:11])=[CH:8][C:5]([CH:6]=O)=[CH:4][C:3]=1[Cl:14].[C:15]([NH:18][CH2:19][C:20]([OH:22])=[O:21])(=[O:17])[CH3:16].C([O-])(=O)C.[Na+].C(OC(=O)C)(=O)C. (4) Given the product [CH3:1][O:2][C:3](=[O:21])[C:4]1[CH:9]=[CH:8][CH:7]=[CH:6][C:5]=1[N:10]([CH2:23][CH2:24][CH2:25][C:26]([O:28][CH2:29][CH3:30])=[O:27])[S:11]([C:14]1[CH:15]=[CH:16][C:17]([CH3:20])=[CH:18][CH:19]=1)(=[O:13])=[O:12], predict the reactants needed to synthesize it. The reactants are: [CH3:1][O:2][C:3](=[O:21])[C:4]1[CH:9]=[CH:8][CH:7]=[CH:6][C:5]=1[NH:10][S:11]([C:14]1[CH:19]=[CH:18][C:17]([CH3:20])=[CH:16][CH:15]=1)(=[O:13])=[O:12].Br[CH2:23][CH2:24][CH2:25][C:26]([O:28][CH2:29][CH3:30])=[O:27]. (5) Given the product [Cl:22][C:20]1[C:19]([O:23][C:24]2[CH:25]=[N:26][C:27]([C:45]3[CH:44]=[CH:43][CH:42]=[C:41]([F:40])[CH:46]=3)=[CH:28][C:29]=2[C:30]2[CH:35]=[CH:34][N:33]=[C:32]([F:36])[CH:31]=2)=[CH:18][C:17]([F:38])=[C:16]([S:13]([NH:7][C:8]2[N:9]=[CH:10][S:11][CH:12]=2)(=[O:15])=[O:14])[CH:21]=1, predict the reactants needed to synthesize it. The reactants are: C(OC(=O)[N:7]([S:13]([C:16]1[CH:21]=[C:20]([Cl:22])[C:19]([O:23][C:24]2[CH:25]=[N:26][C:27](Cl)=[CH:28][C:29]=2[C:30]2[CH:35]=[CH:34][N:33]=[C:32]([F:36])[CH:31]=2)=[CH:18][C:17]=1[F:38])(=[O:15])=[O:14])[C:8]1[N:9]=[CH:10][S:11][CH:12]=1)(C)(C)C.[F:40][C:41]1[CH:42]=[C:43](B(O)O)[CH:44]=[CH:45][CH:46]=1.C([O-])([O-])=O.[Na+].[Na+].O. (6) Given the product [Cl:1][C:2]1[CH:7]=[CH:6][C:5]([C@@H:8]([NH:13][S@@:14]([C:16]([CH3:19])([CH3:18])[CH3:17])=[O:15])[CH2:9][CH2:10][OH:11])=[C:4]([F:20])[C:3]=1[O:21][C:22]1[CH:23]=[CH:24][CH:25]=[CH:26][CH:27]=1, predict the reactants needed to synthesize it. The reactants are: [Cl:1][C:2]1[CH:7]=[CH:6][C:5]([C@@H:8]([NH:13][S@@:14]([C:16]([CH3:19])([CH3:18])[CH3:17])=[O:15])[CH2:9][C:10](O)=[O:11])=[C:4]([F:20])[C:3]=1[O:21][C:22]1[CH:27]=[CH:26][CH:25]=[CH:24][CH:23]=1.B. (7) Given the product [Cl:19][C:20]1[CH:21]=[CH:22][C:23]([CH3:27])=[C:24]([NH:25][S:15]([C:1]2[C:10]3[C:5](=[CH:6][CH:7]=[CH:8][CH:9]=3)[CH:4]=[C:3]([S:11]([NH:25][C:24]3[CH:26]=[C:20]([Cl:19])[CH:21]=[CH:22][C:23]=3[CH3:27])(=[O:13])=[O:12])[CH:2]=2)(=[O:17])=[O:16])[CH:26]=1, predict the reactants needed to synthesize it. The reactants are: [C:1]1([S:15](Cl)(=[O:17])=[O:16])[C:10]2[C:5](=[CH:6][CH:7]=[CH:8][CH:9]=2)[CH:4]=[C:3]([S:11](Cl)(=[O:13])=[O:12])[CH:2]=1.[Cl:19][C:20]1[CH:21]=[CH:22][C:23]([CH3:27])=[C:24]([CH:26]=1)[NH2:25].